Dataset: Forward reaction prediction with 1.9M reactions from USPTO patents (1976-2016). Task: Predict the product of the given reaction. (1) Given the reactants Cl[C:2]1[CH:7]=[C:6]([O:8][C:9]2[CH:10]=[CH:11][C:12]([N:16]3[C:20](=[O:21])[NH:19][C:18]([CH:22]4[CH2:25][CH2:24][CH2:23]4)=[N:17]3)=[N:13][C:14]=2[CH3:15])[CH:5]=[CH:4][N:3]=1.[CH3:26][N:27]1[CH:31]=[C:30](B2OC(C)(C)C(C)(C)O2)[CH:29]=[N:28]1.C([O-])([O-])=O.[Cs+].[Cs+], predict the reaction product. The product is: [CH:22]1([C:18]2[NH:19][C:20](=[O:21])[N:16]([C:12]3[CH:11]=[CH:10][C:9]([O:8][C:6]4[CH:5]=[CH:4][N:3]=[C:2]([C:30]5[CH:29]=[N:28][N:27]([CH3:26])[CH:31]=5)[CH:7]=4)=[C:14]([CH3:15])[N:13]=3)[N:17]=2)[CH2:25][CH2:24][CH2:23]1. (2) Given the reactants [CH2:1]([O:8][C:9]([C:18]1[CH:23]=[CH:22][C:21]([N:24]2[CH2:29][CH2:28][N:27](C(OC(C)(C)C)=O)[CH2:26][CH2:25]2)=[C:20](/[CH:37]=[CH:38]\[CH3:39])[CH:19]=1)([C:14]([F:17])([F:16])[F:15])[C:10]([F:13])([F:12])[F:11])[C:2]1[CH:7]=[CH:6][CH:5]=[CH:4][CH:3]=1.FC(F)(F)C(O)=O.C(=O)([O-])O.[Na+], predict the reaction product. The product is: [CH2:1]([O:8][C:9]([C:18]1[CH:23]=[CH:22][C:21]([N:24]2[CH2:29][CH2:28][NH:27][CH2:26][CH2:25]2)=[C:20](/[CH:37]=[CH:38]\[CH3:39])[CH:19]=1)([C:10]([F:11])([F:12])[F:13])[C:14]([F:16])([F:17])[F:15])[C:2]1[CH:3]=[CH:4][CH:5]=[CH:6][CH:7]=1.